Dataset: Rat liver microsome stability data. Task: Regression/Classification. Given a drug SMILES string, predict its absorption, distribution, metabolism, or excretion properties. Task type varies by dataset: regression for continuous measurements (e.g., permeability, clearance, half-life) or binary classification for categorical outcomes (e.g., BBB penetration, CYP inhibition). Dataset: rlm. (1) The drug is Nc1ccccc1CNc1ccc(S(=O)(=O)Nc2nccs2)cc1. The result is 0 (unstable in rat liver microsomes). (2) The drug is CNCCCN1c2ccccc2N(c2ccccc2F)S1(=O)=O. The result is 1 (stable in rat liver microsomes). (3) The compound is N#Cc1ccc(C(=O)NCCC(c2ccc(F)cc2)c2ccc(F)cc2)cc1. The result is 1 (stable in rat liver microsomes). (4) The drug is CNS(=O)(=O)c1cc(-c2nn3c(C)nnc3c3ccccc23)ccc1C. The result is 0 (unstable in rat liver microsomes). (5) The molecule is Cn1cc2c3c(cccc31)CN(C(=O)c1ccc(F)c(Cl)c1)CC2. The result is 1 (stable in rat liver microsomes). (6) The drug is COc1cccc(S(=O)(=O)Nc2cnccc2C(=O)Nc2nc(-c3ccccc3)cs2)c1. The result is 1 (stable in rat liver microsomes).